This data is from Forward reaction prediction with 1.9M reactions from USPTO patents (1976-2016). The task is: Predict the product of the given reaction. (1) The product is: [CH2:1]([C:3]1([CH3:23])[CH:8]([CH3:9])[C:7](=[N:24][OH:25])[CH2:6][C:5]([CH2:12][CH3:13])([CH3:11])[N:4]1[O:14][CH:15]([C:17]1[CH:22]=[CH:21][CH:20]=[CH:19][CH:18]=1)[CH3:16])[CH3:2]. Given the reactants [CH2:1]([C:3]1([CH3:23])[CH:8]([CH3:9])[C:7](=O)[CH2:6][C:5]([CH2:12][CH3:13])([CH3:11])[N:4]1[O:14][CH:15]([C:17]1[CH:22]=[CH:21][CH:20]=[CH:19][CH:18]=1)[CH3:16])[CH3:2].[NH2:24][OH:25], predict the reaction product. (2) Given the reactants C([O-])(=O)C.C([O-])(=O)C.[CH3:9][O:10][C:11]1[CH:16]=[CH:15][C:14]([IH+:17])=[CH:13][CH:12]=1.[CH3:18][O:19][C:20]1[CH:25]=[CH:24][C:23]([IH+])=[CH:22][CH:21]=1.[F:27][C:28]([F:33])([F:32])[C:29]([OH:31])=[O:30].C1(OC)C=CC=CC=1, predict the reaction product. The product is: [F:27][C:28]([F:33])([F:32])[C:29]([O-:31])=[O:30].[CH3:9][O:10][C:11]1[CH:16]=[CH:15][C:14]([I+:17][C:23]2[CH:24]=[CH:25][C:20]([O:19][CH3:18])=[CH:21][CH:22]=2)=[CH:13][CH:12]=1. (3) The product is: [Cl:53][C:54]1[CH:59]=[CH:58][C:57]([F:60])=[CH:56][C:55]=1[N:65]1[CH2:66][CH2:67][CH2:68][N:62]([C:69]([O:71][C:72]([CH3:75])([CH3:74])[CH3:73])=[O:70])[CH2:63][CH2:64]1. Given the reactants C1C=CC(P(C2C(C3C(P(C4C=CC=CC=4)C4C=CC=CC=4)=CC=C4C=3C=CC=C4)=C3C(C=CC=C3)=CC=2)C2C=CC=CC=2)=CC=1.CC(C)([O-])C.[Na+].[Cl:53][C:54]1[CH:59]=[CH:58][C:57]([F:60])=[CH:56][C:55]=1I.[N:62]1([C:69]([O:71][C:72]([CH3:75])([CH3:74])[CH3:73])=[O:70])[CH2:68][CH2:67][CH2:66][NH:65][CH2:64][CH2:63]1, predict the reaction product. (4) Given the reactants O=[O+][O-].[Cl:4][C:5]1[C:10]2[N:11]=[C:12]([C:16]3[C:17]([NH2:21])=[N:18][O:19][N:20]=3)[N:13]([CH2:14][CH3:15])[C:9]=2[CH:8]=[C:7]([CH:22]=C)[N:6]=1.CSC.[CH3:27][NH2:28].[O-]S([O-])(=O)=O.[Na+].[Na+].[BH4-].[Na+], predict the reaction product. The product is: [Cl:4][C:5]1[C:10]2[N:11]=[C:12]([C:16]3[C:17]([NH2:21])=[N:18][O:19][N:20]=3)[N:13]([CH2:14][CH3:15])[C:9]=2[CH:8]=[C:7]([CH2:22][NH:28][CH3:27])[N:6]=1. (5) The product is: [F:13][C:6]1[C:7]([NH2:9])=[CH:8][C:3]([C:2]([F:1])([F:10])[F:11])=[N:4][CH:5]=1. Given the reactants [F:1][C:2]([F:11])([F:10])[C:3]1[CH:8]=[C:7]([NH2:9])[CH:6]=[CH:5][N:4]=1.[B-](F)(F)(F)[F:13].[B-](F)(F)(F)F.C1[N+]2(CCl)CC[N+](F)(CC2)C1.C(=O)(O)[O-].[Na+], predict the reaction product. (6) Given the reactants [CH:1]1([C:4]2[CH:5]=[CH:6][C:7]([NH:14][C:15]3[CH:16]=[C:17]4[C:21](=[CH:22][CH:23]=3)[N:20]([C:24]3[CH:29]=[CH:28][CH:27]=[CH:26][CH:25]=3)[CH:19]=[CH:18]4)=[C:8]([CH:13]=2)[C:9]([O:11]C)=[O:10])[CH2:3][CH2:2]1.[OH-].[Na+].O.Cl, predict the reaction product. The product is: [CH:1]1([C:4]2[CH:5]=[CH:6][C:7]([NH:14][C:15]3[CH:16]=[C:17]4[C:21](=[CH:22][CH:23]=3)[N:20]([C:24]3[CH:29]=[CH:28][CH:27]=[CH:26][CH:25]=3)[CH:19]=[CH:18]4)=[C:8]([CH:13]=2)[C:9]([OH:11])=[O:10])[CH2:2][CH2:3]1. (7) Given the reactants BrC1N(C2C=CC=C(F)C=2)C(C2C(F)=CC=CC=2F)=C(Cl)N=1.[Cl:23][C:24]1[N:25]=[C:26]([C:44]#[C:45][Si](C)(C)C)[N:27]([C:37]2[CH:42]=[CH:41][CH:40]=[C:39]([F:43])[CH:38]=2)[C:28]=1[C:29]1[C:34]([F:35])=[CH:33][CH:32]=[CH:31][C:30]=1[F:36].[OH-].[Na+].CO, predict the reaction product. The product is: [Cl:23][C:24]1[N:25]=[C:26]([C:44]#[CH:45])[N:27]([C:37]2[CH:42]=[CH:41][CH:40]=[C:39]([F:43])[CH:38]=2)[C:28]=1[C:29]1[C:34]([F:35])=[CH:33][CH:32]=[CH:31][C:30]=1[F:36].